Dataset: Full USPTO retrosynthesis dataset with 1.9M reactions from patents (1976-2016). Task: Predict the reactants needed to synthesize the given product. (1) The reactants are: [CH2:1]([C:3]1[CH:4]=[C:5]([C:9]2[C:14]([F:15])=[CH:13][CH:12]=[CH:11][C:10]=2[C:16]([CH:24]2[CH2:29][CH2:28][N:27](C(OCC3C=CC=CC=3)=O)[CH2:26][CH2:25]2)([OH:23])[CH2:17][CH2:18][CH2:19][CH2:20][O:21][CH3:22])[CH:6]=[CH:7][CH:8]=1)[CH3:2]. Given the product [CH2:1]([C:3]1[CH:4]=[C:5]([C:9]2[C:14]([F:15])=[CH:13][CH:12]=[CH:11][C:10]=2[C:16]([CH:24]2[CH2:29][CH2:28][NH:27][CH2:26][CH2:25]2)([OH:23])[CH2:17][CH2:18][CH2:19][CH2:20][O:21][CH3:22])[CH:6]=[CH:7][CH:8]=1)[CH3:2], predict the reactants needed to synthesize it. (2) The reactants are: [C@H:1]12[CH2:7][C@H:4]([NH:5][CH2:6]1)[CH2:3][N:2]2[C:8]([O:10][C:11]([CH3:14])([CH3:13])[CH3:12])=[O:9].[NH:15]1[C:19]2[CH:20]=[CH:21][CH:22]=[CH:23][C:18]=2[N:17]=[C:16]1[C:24](O)=[O:25].C(Cl)CCl.C1C=CC2N(O)N=NC=2C=1.CN1CCOCC1. Given the product [NH:15]1[C:19]2[CH:20]=[CH:21][CH:22]=[CH:23][C:18]=2[N:17]=[C:16]1[C:24]([N:5]1[CH2:6][C@@H:1]2[CH2:7][C@H:4]1[CH2:3][N:2]2[C:8]([O:10][C:11]([CH3:14])([CH3:13])[CH3:12])=[O:9])=[O:25], predict the reactants needed to synthesize it. (3) Given the product [OH:27][C@@H:13]1[CH2:14][C@H:15]([OH:26])[C@H:16]([CH2:17]/[CH:18]=[CH:19]\[CH2:20][CH2:21][CH2:22][C:23]([O:25][CH3:33])=[O:24])[C@H:12]1/[CH:11]=[CH:10]/[C@@H:9]([OH:28])[CH2:8][O:7][C:5]1[CH:6]=[CH:1][CH:2]=[C:3]([C:29]([F:31])([F:30])[F:32])[CH:4]=1, predict the reactants needed to synthesize it. The reactants are: [CH:1]1[CH:2]=[C:3]([C:29]([F:32])([F:31])[F:30])[CH:4]=[C:5]([O:7][CH2:8][CH:9]([OH:28])/[CH:10]=[CH:11]/[CH:12]2[CH:16]([CH2:17]/[CH:18]=[CH:19]\[CH2:20][CH2:21][CH2:22][C:23]([OH:25])=[O:24])[CH:15]([OH:26])[CH2:14][CH:13]2[OH:27])[CH:6]=1.[CH3:33]O. (4) Given the product [CH3:22][O:23][C:24](=[O:34])[C:25]1[CH:30]=[CH:29][C:28]([CH2:31][N:20]([C:3]2[C:4]([CH3:19])=[CH:5][C:6]([O:8][Si:9]([CH:16]([CH3:18])[CH3:17])([CH:10]([CH3:12])[CH3:11])[CH:13]([CH3:15])[CH3:14])=[CH:7][C:2]=2[F:1])[CH3:21])=[CH:27][C:26]=1[CH3:33], predict the reactants needed to synthesize it. The reactants are: [F:1][C:2]1[CH:7]=[C:6]([O:8][Si:9]([CH:16]([CH3:18])[CH3:17])([CH:13]([CH3:15])[CH3:14])[CH:10]([CH3:12])[CH3:11])[CH:5]=[C:4]([CH3:19])[C:3]=1[NH:20][CH3:21].[CH3:22][O:23][C:24](=[O:34])[C:25]1[CH:30]=[CH:29][C:28]([CH:31]=O)=[CH:27][C:26]=1[CH3:33].C(O[BH-](OC(=O)C)OC(=O)C)(=O)C.[Na+]. (5) Given the product [OH:27][C:22]1[CH:23]=[CH:24][CH:25]=[CH:26][C:21]=1[N:20]1[CH2:19][CH2:18][O:17][C:16]2[CH:31]=[C:12]([S:9]([N:8]([CH2:7][C:6]3[CH:5]=[CH:4][C:3]([O:2][CH3:1])=[CH:38][CH:37]=3)[C:32]3[S:33][CH:34]=[CH:35][N:36]=3)(=[O:10])=[O:11])[CH:13]=[CH:14][C:15]1=2, predict the reactants needed to synthesize it. The reactants are: [CH3:1][O:2][C:3]1[CH:38]=[CH:37][C:6]([CH2:7][N:8]([C:32]2[S:33][CH:34]=[CH:35][N:36]=2)[S:9]([C:12]2[CH:13]=[CH:14][C:15]3[N:20]([C:21]4[CH:26]=[CH:25][CH:24]=[CH:23][C:22]=4[O:27]COC)[CH2:19][CH2:18][O:17][C:16]=3[CH:31]=2)(=[O:11])=[O:10])=[CH:5][CH:4]=1.Cl. (6) Given the product [OH:19][C@H:15]1[CH2:16][CH2:17][CH2:18][C@@H:13]([CH2:12][O:11][C:2]([CH3:10])([CH3:1])[C:3]([O:5][C:6]([CH3:9])([CH3:8])[CH3:7])=[O:4])[CH2:14]1, predict the reactants needed to synthesize it. The reactants are: [CH3:1][C:2]([O:11][CH2:12][C@@H:13]1[CH2:18][CH2:17][CH2:16][C@H:15]([O:19]C2CCCCO2)[CH2:14]1)([CH3:10])[C:3]([O:5][C:6]([CH3:9])([CH3:8])[CH3:7])=[O:4].O.C1(C)C(S(O)(=O)=O)=CC=CC=1.C1(C)C(S(O)(=O)=O)=CC=CC=1.C(=O)(O)[O-].[Na+].